Dataset: Peptide-MHC class I binding affinity with 185,985 pairs from IEDB/IMGT. Task: Regression. Given a peptide amino acid sequence and an MHC pseudo amino acid sequence, predict their binding affinity value. This is MHC class I binding data. (1) The peptide sequence is FQPQNGQHI. The MHC is H-2-Kb with pseudo-sequence H-2-Kb. The binding affinity (normalized) is 0.0258. (2) The peptide sequence is VPSVNEYHML. The MHC is HLA-B53:01 with pseudo-sequence HLA-B53:01. The binding affinity (normalized) is 0.290. (3) The peptide sequence is QAISPRTLNAW. The MHC is HLA-B44:02 with pseudo-sequence HLA-B44:02. The binding affinity (normalized) is 0.308. (4) The peptide sequence is VQYRILPMI. The MHC is HLA-A02:03 with pseudo-sequence HLA-A02:03. The binding affinity (normalized) is 0.655.